Dataset: Forward reaction prediction with 1.9M reactions from USPTO patents (1976-2016). Task: Predict the product of the given reaction. (1) Given the reactants [OH:1][CH:2]1[CH2:7][CH2:6][S:5][CH2:4][CH:3]1[C:8]([O:10][CH3:11])=[O:9].CCN(C(C)C)C(C)C.[CH3:21][S:22](Cl)(=[O:24])=[O:23], predict the reaction product. The product is: [CH3:21][S:22]([O:1][CH:2]1[CH2:7][CH2:6][S:5][CH2:4][CH:3]1[C:8]([O:10][CH3:11])=[O:9])(=[O:24])=[O:23]. (2) Given the reactants O[C:2]1[C:11]2[C:6](=CC=CC=2)[C:5](NS(C2SC=CC=2)(=O)=O)=[CH:4][C:3]=1SC1N(C)N=NN=1.[Cl:28][C:29]1[CH:34]=[CH:33][C:32]([S:35](/[N:38]=[C:39]2\[CH:40]=[C:41]([S:50][C:51]3[N:55]([CH3:56])[N:54]=[N:53][N:52]=3)[C:42](=[O:49])[C:43]3[C:48]\2=[CH:47][CH:46]=[CH:45][CH:44]=3)(=[O:37])=[O:36])=[CH:31][CH:30]=1, predict the reaction product. The product is: [Cl:28][C:29]1[CH:30]=[CH:31][C:32]([S:35]([NH:38][C:39]2[C:48]3[C:43](=[CH:44][CH:45]=[CH:46][CH:47]=3)[C:42]([OH:49])=[C:41]([S:50][C:51]3[N:55]([CH3:56])[N:54]=[N:53][N:52]=3)[CH:40]=2)(=[O:37])=[O:36])=[CH:33][CH:34]=1.[CH3:56][N:55]1[C:51]([S:50][C:41]2[C:42](=[O:49])[C:43]3[C:48](=[CH:47][CH:46]=[CH:45][CH:44]=3)/[C:39](=[N:38]/[S:35]([C:32]3[CH:33]=[CH:34][C:29]([C:2]4[CH:11]=[CH:6][CH:5]=[CH:4][CH:3]=4)=[CH:30][CH:31]=3)(=[O:37])=[O:36])/[CH:40]=2)=[N:52][N:53]=[N:54]1. (3) Given the reactants [Cl:1][C:2]1[N:7]=[C:6]([CH2:8][C:9]([C:12]2[CH:17]=[CH:16][CH:15]=[CH:14][C:13]=2OC)=[N:10]O)[CH:5]=[CH:4][CH:3]=1.FC(F)(F)[C:22](OC(=O)C(F)(F)F)=[O:23].C(N(CC)CC)C.O, predict the reaction product. The product is: [Cl:1][C:2]1[N:7]2[N:10]=[C:9]([C:12]3[CH:13]=[CH:14][C:15]([O:23][CH3:22])=[CH:16][CH:17]=3)[CH:8]=[C:6]2[CH:5]=[CH:4][CH:3]=1. (4) Given the reactants [CH3:1][O:2][C:3](=[O:11])[C:4]1[CH:9]=[CH:8][CH:7]=[CH:6][C:5]=1Br.[CH:12]([C:14]1[CH:19]=[CH:18][C:17](B(O)O)=[CH:16][CH:15]=1)=[O:13].O1CCOCC1.C([O-])([O-])=O.[Na+].[Na+], predict the reaction product. The product is: [CH3:1][O:2][C:3]([C:4]1[C:5]([C:17]2[CH:18]=[CH:19][C:14]([CH:12]=[O:13])=[CH:15][CH:16]=2)=[CH:6][CH:7]=[CH:8][CH:9]=1)=[O:11]. (5) Given the reactants [Br:1][C:2]1[CH:3]=[C:4]([CH:7]=[CH:8][C:9]=1[CH3:10])[CH2:5][OH:6], predict the reaction product. The product is: [Br:1][C:2]1[CH:3]=[C:4]([CH:7]=[CH:8][C:9]=1[CH3:10])[CH:5]=[O:6]. (6) Given the reactants [Cl:1][C:2]1[CH:7]=[CH:6][C:5]([C@@H:8]([CH:11]2[CH2:13][CH2:12]2)[CH2:9][OH:10])=[CH:4][CH:3]=1.[S:14](Cl)([C:17]1[CH:23]=[CH:22][C:20]([CH3:21])=[CH:19][CH:18]=1)(=[O:16])=[O:15].C(N(CC)CC)C, predict the reaction product. The product is: [CH3:21][C:20]1[CH:22]=[CH:23][C:17]([S:14]([O:10][CH2:9][C@@H:8]([C:5]2[CH:4]=[CH:3][C:2]([Cl:1])=[CH:7][CH:6]=2)[CH:11]2[CH2:13][CH2:12]2)(=[O:16])=[O:15])=[CH:18][CH:19]=1.